Dataset: Full USPTO retrosynthesis dataset with 1.9M reactions from patents (1976-2016). Task: Predict the reactants needed to synthesize the given product. (1) Given the product [C:19](=[O:36])([O:25][C:26]1[CH:31]=[CH:30][C:29]([O:32][CH3:33])=[CH:28][C:27]=1[CH2:34][OH:35])[O:20][C:21]([CH3:24])([CH3:23])[CH3:22], predict the reactants needed to synthesize it. The reactants are: C(=O)(OC1C=C(OC)C=CC=1CO)OC(C)(C)C.[C:19](=[O:36])([O:25][C:26]1[CH:31]=[CH:30][C:29]([O:32][CH3:33])=[CH:28][C:27]=1[CH:34]=[O:35])[O:20][C:21]([CH3:24])([CH3:23])[CH3:22]. (2) The reactants are: CC([Si](C)(C)[O:6][CH2:7][C@@H:8]([O:10][C:11]1[CH:12]=[C:13]([O:26][C:27]2[N:32]=[CH:31][C:30]([C:33](O)=[O:34])=[CH:29][CH:28]=2)[CH:14]=[C:15]([C:17]([NH:19][C:20]2[CH:24]=[CH:23][N:22]([CH3:25])[N:21]=2)=[O:18])[CH:16]=1)[CH3:9])(C)C.Cl.[NH:39]1[CH2:42][CH2:41][CH2:40]1.CN(C(ON1N=NC2C=CC=NC1=2)=[N+](C)C)C.F[P-](F)(F)(F)(F)F.CCN(C(C)C)C(C)C.Cl.C(=O)(O)[O-].[Na+]. Given the product [N:39]1([C:33]([C:30]2[CH:29]=[CH:28][C:27]([O:26][C:13]3[CH:14]=[C:15]([CH:16]=[C:11]([O:10][C@@H:8]([CH3:9])[CH2:7][OH:6])[CH:12]=3)[C:17]([NH:19][C:20]3[CH:24]=[CH:23][N:22]([CH3:25])[N:21]=3)=[O:18])=[N:32][CH:31]=2)=[O:34])[CH2:42][CH2:41][CH2:40]1, predict the reactants needed to synthesize it. (3) Given the product [Si:42]([O:41][CH2:40][CH2:39][O:1][C:2]1[CH:7]=[CH:6][C:5]([C@H:8]([NH:30][C:31](=[O:37])[O:32][C:33]([CH3:34])([CH3:36])[CH3:35])[C:9](=[O:29])[N:10]2[CH2:14][CH2:13][C@H:12]([O:15][CH2:16][CH2:17][O:18][CH2:19][CH2:20][O:21][CH2:22][CH2:23][O:24][C:25]([F:27])([F:28])[F:26])[CH2:11]2)=[CH:4][CH:3]=1)([C:45]([CH3:48])([CH3:47])[CH3:46])([CH3:44])[CH3:43], predict the reactants needed to synthesize it. The reactants are: [OH:1][C:2]1[CH:7]=[CH:6][C:5]([C@H:8]([NH:30][C:31](=[O:37])[O:32][C:33]([CH3:36])([CH3:35])[CH3:34])[C:9](=[O:29])[N:10]2[CH2:14][CH2:13][C@H:12]([O:15][CH2:16][CH2:17][O:18][CH2:19][CH2:20][O:21][CH2:22][CH2:23][O:24][C:25]([F:28])([F:27])[F:26])[CH2:11]2)=[CH:4][CH:3]=1.Br[CH2:39][CH2:40][O:41][Si:42]([C:45]([CH3:48])([CH3:47])[CH3:46])([CH3:44])[CH3:43].C(=O)([O-])[O-].[K+].[K+].ClCCl. (4) Given the product [CH3:9][O:7][C:6](=[O:8])[CH:3]([NH:2][C:25](=[O:26])[CH2:24][C:21]1[CH:22]=[CH:23][C:18]([O:17][CH3:16])=[CH:19][CH:20]=1)[CH2:4][OH:5], predict the reactants needed to synthesize it. The reactants are: Cl.[NH2:2][CH:3]([C:6]([OH:8])=[O:7])[CH2:4][OH:5].[CH2:9](N(CC)CC)C.[CH3:16][O:17][C:18]1[CH:23]=[CH:22][C:21]([CH2:24][C:25](Cl)=[O:26])=[CH:20][CH:19]=1. (5) The reactants are: Br[C:2]1[CH:9]=[CH:8][C:5](C#N)=[CH:4][C:3]=1[C:10]([F:13])([F:12])[F:11].[F:14][C:15]1[CH:20]=[CH:19][CH:18]=[CH:17][C:16]=1C1C=CC=CC=1C(O)=O.[C:30](=[O:33])([O-])[O-:31].[Na+].[Na+].[OH-].[K+]. Given the product [F:14][C:15]1[CH:20]=[CH:19][CH:18]=[CH:17][C:16]=1[C:2]1[CH:9]=[CH:8][C:5]([C:30]([OH:31])=[O:33])=[CH:4][C:3]=1[C:10]([F:11])([F:12])[F:13], predict the reactants needed to synthesize it. (6) The reactants are: [F:1][C:2]1[CH:26]=[CH:25][CH:24]=[CH:23][C:3]=1[CH2:4][N:5]1[CH2:9][CH2:8][N:7]([C@@H:10]([C:18]([CH3:21])([CH3:20])[CH3:19])[C:11]([O:13]C(C)(C)C)=[O:12])[C:6]1=[O:22].FC(F)(F)C(O)=O. Given the product [F:1][C:2]1[CH:26]=[CH:25][CH:24]=[CH:23][C:3]=1[CH2:4][N:5]1[CH2:9][CH2:8][N:7]([C@@H:10]([C:18]([CH3:20])([CH3:21])[CH3:19])[C:11]([OH:13])=[O:12])[C:6]1=[O:22], predict the reactants needed to synthesize it. (7) Given the product [Cl:27][CH2:28][C:29]([NH:22][CH2:21][CH2:2][CH2:3][CH:4]([C:11]1[CH:16]=[CH:15][CH:14]=[CH:13][CH:12]=1)[C:5]1[CH:10]=[CH:9][CH:8]=[CH:7][CH:6]=1)=[O:30], predict the reactants needed to synthesize it. The reactants are: Br[CH2:2][CH2:3][CH:4]([C:11]1[CH:16]=[CH:15][CH:14]=[CH:13][CH:12]=1)[C:5]1[CH:10]=[CH:9][CH:8]=[CH:7][CH:6]=1.[C-]#N.[K+].C[CH2:21][N:22](CC)CC.[Cl:27][CH2:28][C:29](Cl)=[O:30]. (8) Given the product [C:10]([O:14][C:15](=[O:22])[NH:16][CH2:17][CH2:18][CH2:19][CH2:20][NH:21][CH2:8][C:3]1[C:2]([CH3:1])=[CH:7][CH:6]=[CH:5][N:4]=1)([CH3:13])([CH3:11])[CH3:12], predict the reactants needed to synthesize it. The reactants are: [CH3:1][C:2]1[C:3]([CH:8]=O)=[N:4][CH:5]=[CH:6][CH:7]=1.[C:10]([O:14][C:15](=[O:22])[NH:16][CH2:17][CH2:18][CH2:19][CH2:20][NH2:21])([CH3:13])([CH3:12])[CH3:11].[BH4-].[Na+]. (9) Given the product [Cl:1][C:2]1[CH:3]=[C:4]([CH:25]=[CH:26][C:27]=1[Cl:28])[O:5][C:6]1[CH:11]=[CH:10][CH:9]=[CH:8][C:7]=1[NH:12][S:13]([C:16]1[CH:24]=[CH:23][C:19]([C:20]([N:39]2[CH2:40][CH2:41][N:36]([CH2:35][C:32]3[CH:31]=[CH:30][N:29]=[CH:34][CH:33]=3)[CH2:37][CH2:38]2)=[O:22])=[CH:18][CH:17]=1)(=[O:15])=[O:14], predict the reactants needed to synthesize it. The reactants are: [Cl:1][C:2]1[CH:3]=[C:4]([CH:25]=[CH:26][C:27]=1[Cl:28])[O:5][C:6]1[CH:11]=[CH:10][CH:9]=[CH:8][C:7]=1[NH:12][S:13]([C:16]1[CH:24]=[CH:23][C:19]([C:20]([OH:22])=O)=[CH:18][CH:17]=1)(=[O:15])=[O:14].[N:29]1[CH:34]=[CH:33][C:32]([CH2:35][N:36]2[CH2:41][CH2:40][NH:39][CH2:38][CH2:37]2)=[CH:31][CH:30]=1. (10) Given the product [Cl:13][C:14]1[CH:19]=[CH:18][C:17]([C:8]2[C:7]([O:28][CH:26]([CH3:27])[CH2:25][O:24][CH3:23])=[N:6][CH:5]=[C:4]([CH:9]=2)[C:3]([NH:29][C@@H:30]2[CH2:35][CH2:34][CH2:33][CH2:32][C@H:31]2[OH:36])=[O:12])=[CH:16][CH:15]=1, predict the reactants needed to synthesize it. The reactants are: CO[C:3](=[O:12])[C:4]1[CH:9]=[C:8](Br)[C:7](Cl)=[N:6][CH:5]=1.[Cl:13][C:14]1[CH:19]=[CH:18][C:17](B(O)O)=[CH:16][CH:15]=1.[CH3:23][O:24][CH2:25][CH:26]([OH:28])[CH3:27].[NH2:29][C@@H:30]1[CH2:35][CH2:34][CH2:33][CH2:32][C@H:31]1[OH:36].